From a dataset of NCI-60 drug combinations with 297,098 pairs across 59 cell lines. Regression. Given two drug SMILES strings and cell line genomic features, predict the synergy score measuring deviation from expected non-interaction effect. (1) Drug 1: C1=CN(C=N1)CC(O)(P(=O)(O)O)P(=O)(O)O. Drug 2: C1CCC(C(C1)N)N.C(=O)(C(=O)[O-])[O-].[Pt+4]. Cell line: MALME-3M. Synergy scores: CSS=9.64, Synergy_ZIP=8.31, Synergy_Bliss=3.00, Synergy_Loewe=-4.16, Synergy_HSA=-1.14. (2) Drug 1: CC1=C(C=C(C=C1)C(=O)NC2=CC(=CC(=C2)C(F)(F)F)N3C=C(N=C3)C)NC4=NC=CC(=N4)C5=CN=CC=C5. Drug 2: C#CCC(CC1=CN=C2C(=N1)C(=NC(=N2)N)N)C3=CC=C(C=C3)C(=O)NC(CCC(=O)O)C(=O)O. Synergy scores: CSS=41.4, Synergy_ZIP=4.06, Synergy_Bliss=2.61, Synergy_Loewe=-17.6, Synergy_HSA=-0.542. Cell line: MCF7.